This data is from Forward reaction prediction with 1.9M reactions from USPTO patents (1976-2016). The task is: Predict the product of the given reaction. (1) Given the reactants O[CH2:2][C:3]1[C:7]([CH2:8][O:9][C:10]2[CH:15]=[CH:14][C:13]([C:16]3[CH:17]=[C:18]4[C:23](=[CH:24][CH:25]=3)[N:22]=[C:21]([C:26]([O:28][CH3:29])=[O:27])[CH:20]=[CH:19]4)=[CH:12][CH:11]=2)=[C:6]([CH:30]([CH3:32])[CH3:31])[O:5][N:4]=1.[Cl:33][C:34]1[CH:39]=[CH:38][CH:37]=[C:36]([Cl:40])[C:35]=1[NH:41][C:42](=[O:47])[C:43]([F:46])([F:45])[F:44].C1(P(C2C=CC=CC=2)C2C=CC=CC=2)C=CC=CC=1, predict the reaction product. The product is: [Cl:33][C:34]1[CH:39]=[CH:38][CH:37]=[C:36]([Cl:40])[C:35]=1[N:41]([CH2:2][C:3]1[C:7]([CH2:8][O:9][C:10]2[CH:15]=[CH:14][C:13]([C:16]3[CH:17]=[C:18]4[C:23](=[CH:24][CH:25]=3)[N:22]=[C:21]([C:26]([O:28][CH3:29])=[O:27])[CH:20]=[CH:19]4)=[CH:12][CH:11]=2)=[C:6]([CH:30]([CH3:32])[CH3:31])[O:5][N:4]=1)[C:42](=[O:47])[C:43]([F:45])([F:46])[F:44]. (2) Given the reactants Br[C:2]1[CH:16]=[N:15][C:5]2[NH:6][C:7]3[CH:12]=[CH:11][C:10]([C:13]#[N:14])=[N:9][C:8]=3[C:4]=2[CH:3]=1.[CH3:17][N:18]1[CH2:23][CH2:22][N:21]([C:24]2[CH:29]=[CH:28][C:27](B(O)O)=[CH:26][CH:25]=2)[CH2:20][CH2:19]1, predict the reaction product. The product is: [CH3:17][N:18]1[CH2:23][CH2:22][N:21]([C:24]2[CH:25]=[CH:26][C:27]([C:2]3[CH:16]=[N:15][C:5]4[NH:6][C:7]5[CH:12]=[CH:11][C:10]([C:13]#[N:14])=[N:9][C:8]=5[C:4]=4[CH:3]=3)=[CH:28][CH:29]=2)[CH2:20][CH2:19]1. (3) The product is: [Cl:19][C:6]1[CH:5]=[C:4]([CH3:16])[N:3]=[C:2]([CH3:1])[C:7]=1[C:8]([C:10]1[S:11][CH:12]=[CH:13][CH:14]=1)=[O:9]. Given the reactants [CH3:1][C:2]1[NH:3][C:4]([CH3:16])=[CH:5][C:6](=O)[C:7]=1[C:8]([C:10]1[S:11][CH:12]=[CH:13][CH:14]=1)=[O:9].P(Cl)(Cl)([Cl:19])=O, predict the reaction product. (4) Given the reactants [NH2:1][C@H:2]([C:18]([O:20][CH3:21])=[O:19])[CH2:3][CH2:4][CH2:5][CH2:6][NH:7][C:8]([O:10][CH2:11][C:12]1[CH:17]=[CH:16][CH:15]=[CH:14][CH:13]=1)=[O:9].[NH:22]([C:27]([O:29][C:30]([CH3:33])([CH3:32])[CH3:31])=[O:28])[CH2:23][C:24](O)=[O:25].CN(C(ON1N=NC2C=CC=NC1=2)=[N+](C)C)C.F[P-](F)(F)(F)(F)F.CCN(C(C)C)C(C)C, predict the reaction product. The product is: [CH3:31][C:30]([CH3:33])([CH3:32])[O:29][C:27](=[O:28])[NH:22][CH2:23][C:24](=[O:25])[NH:1][C@H:2]([C:18]([O:20][CH3:21])=[O:19])[CH2:3][CH2:4][CH2:5][CH2:6][NH:7][C:8](=[O:9])[O:10][CH2:11][C:12]1[CH:17]=[CH:16][CH:15]=[CH:14][CH:13]=1. (5) Given the reactants [NH:1]([C:3]1[N:8]=[CH:7][N:6]=[C:5]2[N:9]([C:12]3[CH:17]=[CH:16][CH:15]=[CH:14][N:13]=3)[N:10]=[CH:11][C:4]=12)[NH2:2].[CH:18]([CH:20]1[CH2:25][CH2:24][N:23]([C:26]([O:28][C:29]([CH3:32])([CH3:31])[CH3:30])=[O:27])[CH2:22][CH2:21]1)=O.COC1N=C(N2C3=NC=NC(NN=CC4C=CN=CC=4)=C3C=N2)C=CC=1, predict the reaction product. The product is: [N:13]1[CH:14]=[CH:15][CH:16]=[CH:17][C:12]=1[N:9]1[C:5]2=[N:6][CH:7]=[N:8][C:3]([NH:1]/[N:2]=[CH:18]/[CH:20]3[CH2:25][CH2:24][N:23]([C:26]([O:28][C:29]([CH3:30])([CH3:32])[CH3:31])=[O:27])[CH2:22][CH2:21]3)=[C:4]2[CH:11]=[N:10]1. (6) Given the reactants F[C:2]1[CH:7]=[CH:6][C:5]([CH:8]([OH:22])[CH:9]2[CH2:14][CH2:13][N:12]([C:15]([O:17][C:18]([CH3:21])([CH3:20])[CH3:19])=[O:16])[CH2:11][CH2:10]2)=[CH:4][C:3]=1[C:23](=[O:28])[C:24]([F:27])([F:26])[F:25].[NH3:29], predict the reaction product. The product is: [NH2:29][C:2]1[CH:7]=[CH:6][C:5]([C:8]([CH:9]2[CH2:14][CH2:13][N:12]([C:15]([O:17][C:18]([CH3:21])([CH3:20])[CH3:19])=[O:16])[CH2:11][CH2:10]2)=[O:22])=[CH:4][C:3]=1[C:23](=[O:28])[C:24]([F:27])([F:26])[F:25]. (7) Given the reactants [C:1]([C:3]1[CH:4]=[C:5]([CH:9]=[CH:10][C:11]=1[F:12])[C:6](O)=[O:7])#[N:2].C1N=CN(C(N2C=NC=C2)=O)C=1.[BH4-].[Na+], predict the reaction product. The product is: [F:12][C:11]1[CH:10]=[CH:9][C:5]([CH2:6][OH:7])=[CH:4][C:3]=1[C:1]#[N:2]. (8) Given the reactants C[O:2][C:3](=[O:30])/[CH:4]=[CH:5]/[C:6]1[CH:7]=[CH:8][C:9]2[O:27][C:13]3([CH2:18][CH2:17][N:16]([CH2:19][CH2:20][C:21]4[CH:26]=[CH:25][CH:24]=[CH:23][CH:22]=4)[CH2:15][CH2:14]3)[NH:12][C:11](=[O:28])[C:10]=2[CH:29]=1.[OH-].[Na+].Cl, predict the reaction product. The product is: [C:21]1([CH2:20][CH2:19][N:16]2[CH2:15][CH2:14][C:13]3([NH:12][C:11](=[O:28])[C:10]4[CH:29]=[C:6](/[CH:5]=[CH:4]/[C:3]([OH:30])=[O:2])[CH:7]=[CH:8][C:9]=4[O:27]3)[CH2:18][CH2:17]2)[CH:22]=[CH:23][CH:24]=[CH:25][CH:26]=1. (9) Given the reactants [C:1]([OH:12])(=[O:11])[CH2:2][CH2:3][CH2:4][CH2:5][CH2:6][CH2:7][CH2:8][CH2:9][CH3:10].[CH3:13][NH:14][CH3:15], predict the reaction product. The product is: [CH3:13][NH2+:14][CH3:15].[C:1]([O-:12])(=[O:11])[CH2:2][CH2:3][CH2:4][CH2:5][CH2:6][CH2:7][CH2:8][CH2:9][CH3:10]. (10) Given the reactants [Br:1][C:2]1[CH:7]=[CH:6][C:5]([C:8](=O)[CH2:9][CH2:10]C#N)=[CH:4][C:3]=1[C:14]([F:17])([F:16])[F:15].[OH2:18].NN.[OH-].[K+].Cl.[CH2:24]([OH:27])CO, predict the reaction product. The product is: [Br:1][C:2]1[CH:7]=[CH:6][C:5]([CH:8]([CH2:9][CH3:10])[C:24]([OH:27])=[O:18])=[CH:4][C:3]=1[C:14]([F:15])([F:16])[F:17].